Dataset: Reaction yield outcomes from USPTO patents with 853,638 reactions. Task: Predict the reaction yield, written as a fraction of the theoretical maximum amount of product (1.0 means a 100% yield; for example, 0.34 means a 34% yield). (1) The reactants are [O:1]1[C:5]2[CH:6]=[CH:7][C:8]([C:10]3([C:13]([NH:15][C:16]4[CH:17]=[C:18]5[C:22](=[CH:23][CH:24]=4)[NH:21][C:20]([C:25]([O:27]CC)=[O:26])=[CH:19]5)=[O:14])[CH2:12][CH2:11]3)=[CH:9][C:4]=2[O:3][CH2:2]1.[Li+].[OH-].Cl. The catalyst is O.O1CCOCC1. The product is [O:1]1[C:5]2[CH:6]=[CH:7][C:8]([C:10]3([C:13]([NH:15][C:16]4[CH:17]=[C:18]5[C:22](=[CH:23][CH:24]=4)[NH:21][C:20]([C:25]([OH:27])=[O:26])=[CH:19]5)=[O:14])[CH2:12][CH2:11]3)=[CH:9][C:4]=2[O:3][CH2:2]1. The yield is 0.830. (2) The yield is 0.420. No catalyst specified. The reactants are [Br:1][C:2]1[CH:3]=[C:4]2[C:8](=[CH:9][CH:10]=1)[NH:7][C:6](=[O:11])[CH2:5]2.[CH2:12]([N:14]([CH2:35][CH3:36])[CH2:15][CH2:16][CH2:17][NH:18][C:19]([C:21]1[C:25]([C:26]2[CH:31]=[CH:30][CH:29]=[CH:28][CH:27]=2)=[C:24]([CH:32]=O)[NH:23][C:22]=1[CH3:34])=[O:20])[CH3:13]. The product is [CH2:35]([N:14]([CH2:12][CH3:13])[CH2:15][CH2:16][CH2:17][NH:18][C:19]([C:21]1[C:25]([C:26]2[CH:31]=[CH:30][CH:29]=[CH:28][CH:27]=2)=[C:24]([CH:32]=[C:5]2[C:4]3[C:8](=[CH:9][CH:10]=[C:2]([Br:1])[CH:3]=3)[NH:7][C:6]2=[O:11])[NH:23][C:22]=1[CH3:34])=[O:20])[CH3:36]. (3) The reactants are I[CH3:2].[N-:3]=[N+:4]=[N-:5].[Na+].[C:7]1([C:13]#[CH:14])[CH:12]=[CH:11][CH:10]=[CH:9][CH:8]=1. The catalyst is C(O)C.[Cu]I. The product is [CH3:2][N:3]1[CH:14]=[C:13]([C:7]2[CH:12]=[CH:11][CH:10]=[CH:9][CH:8]=2)[N:5]=[N:4]1. The yield is 0.300.